Dataset: Catalyst prediction with 721,799 reactions and 888 catalyst types from USPTO. Task: Predict which catalyst facilitates the given reaction. (1) Reactant: N(OCCC(C)C)=O.[N+:9]1([O-:20])[C:14]2[CH:15]=[CH:16][CH:17]=[CH:18][C:13]=2[N:12]=[C:11](N)[N:10]=1. Product: [N+:9]1([O-:20])[C:14]2[CH:15]=[CH:16][CH:17]=[CH:18][C:13]=2[N:12]=[CH:11][N:10]=1. The catalyst class is: 3. (2) Reactant: [CH2:1]([O:3][C:4](=[O:38])[CH2:5][CH2:6][CH2:7][O:8][C:9]1[CH:14]=[CH:13][CH:12]=[C:11]([CH2:15][CH2:16][CH2:17][CH2:18][CH2:19][CH2:20][O:21][C:22]2[CH:27]=[C:26]([CH2:28][OH:29])[CH:25]=[C:24]([Br:30])[CH:23]=2)[C:10]=1[CH2:31][CH2:32][C:33]([O:35][CH2:36][CH3:37])=[O:34])[CH3:2].[H-].[Na+].I[CH3:42]. Product: [CH2:1]([O:3][C:4](=[O:38])[CH2:5][CH2:6][CH2:7][O:8][C:9]1[CH:14]=[CH:13][CH:12]=[C:11]([CH2:15][CH2:16][CH2:17][CH2:18][CH2:19][CH2:20][O:21][C:22]2[CH:27]=[C:26]([CH2:28][O:29][CH3:42])[CH:25]=[C:24]([Br:30])[CH:23]=2)[C:10]=1[CH2:31][CH2:32][C:33]([O:35][CH2:36][CH3:37])=[O:34])[CH3:2]. The catalyst class is: 3. (3) Reactant: [CH3:1][N:2]1[CH2:7][CH:6]=[C:5]([C:8]2[C:16]3[C:11](=[CH:12][CH:13]=[C:14]([C:17]#[N:18])[CH:15]=3)[NH:10][CH:9]=2)[CH2:4][CH2:3]1.[C:19]1([S:25](Cl)(=[O:27])=[O:26])[CH:24]=[CH:23][CH:22]=[CH:21][CH:20]=1. Product: [CH3:1][N:2]1[CH2:3][CH:4]=[C:5]([C:8]2[C:16]3[C:11](=[CH:12][CH:13]=[C:14]([C:17]#[N:18])[CH:15]=3)[N:10]([S:25]([C:19]3[CH:24]=[CH:23][CH:22]=[CH:21][CH:20]=3)(=[O:27])=[O:26])[CH:9]=2)[CH2:6][CH2:7]1. The catalyst class is: 3. (4) Reactant: [CH3:1][C:2]1[C:3](=[O:11])[NH:4][CH:5]=[C:6]([N+:8]([O-:10])=[O:9])[CH:7]=1.[H-].[Na+].Br[CH2:15][C:16]1[CH:21]=[CH:20][C:19]([CH3:22])=[CH:18][C:17]=1[CH3:23]. Product: [CH3:23][C:17]1[CH:18]=[C:19]([CH3:22])[CH:20]=[CH:21][C:16]=1[CH2:15][N:4]1[CH:5]=[C:6]([N+:8]([O-:10])=[O:9])[CH:7]=[C:2]([CH3:1])[C:3]1=[O:11]. The catalyst class is: 9. (5) Reactant: [NH2:1][CH:2]([CH2:15][C:16]1[CH:21]=[CH:20][CH:19]=[CH:18][CH:17]=1)[CH2:3][N:4]1[C:12](=[O:13])[C:11]2[C:6](=[CH:7][CH:8]=[CH:9][CH:10]=2)[C:5]1=[O:14].[CH3:22][O:23][C:24]1[CH:29]=[CH:28][CH:27]=[CH:26][C:25]=1[S:30](Cl)(=[O:32])=[O:31]. Product: [O:14]=[C:5]1[C:6]2[C:11](=[CH:10][CH:9]=[CH:8][CH:7]=2)[C:12](=[O:13])[N:4]1[CH2:3][CH:2]([NH:1][S:30]([C:25]1[CH:26]=[CH:27][CH:28]=[CH:29][C:24]=1[O:23][CH3:22])(=[O:32])=[O:31])[CH2:15][C:16]1[CH:21]=[CH:20][CH:19]=[CH:18][CH:17]=1. The catalyst class is: 17.